Dataset: Forward reaction prediction with 1.9M reactions from USPTO patents (1976-2016). Task: Predict the product of the given reaction. The product is: [NH2:18][C@H:15]1[CH2:16][CH2:17][C@H:13]([C:7]2[CH:6]=[CH:5][C:4]([C:1]([NH2:2])=[O:3])=[C:12]3[C:8]=2[CH:9]=[CH:10][NH:11]3)[CH2:14]1.[NH2:18][C@@H:15]1[CH2:16][CH2:17][C@H:13]([C:7]2[CH:6]=[CH:5][C:4]([C:1]([NH2:2])=[O:3])=[C:12]3[C:8]=2[CH:9]=[CH:10][NH:11]3)[CH2:14]1. Given the reactants [C:1]([C:4]1[CH:5]=[CH:6][C:7]([CH:13]2[CH2:17][CH2:16][CH:15]([NH:18]C(=O)OC(C)(C)C)[CH2:14]2)=[C:8]2[C:12]=1[NH:11][CH:10]=[CH:9]2)(=[O:3])[NH2:2], predict the reaction product.